Dataset: Full USPTO retrosynthesis dataset with 1.9M reactions from patents (1976-2016). Task: Predict the reactants needed to synthesize the given product. (1) Given the product [C:15]([O:19][C:20](=[O:47])[CH2:21][C:22]1([C:40]([O:42][C:43]([CH3:46])([CH3:45])[CH3:44])=[O:41])[O:26][N:25]=[C:24]([C:27]2[CH:32]=[C:31]([O:33][C:10](=[O:11])[C:9]3[CH:8]=[CH:7][C:6]([NH:2][C:3]([NH2:5])=[NH:4])=[CH:14][CH:13]=3)[CH:30]=[CH:29][C:28]=2[CH:34]2[CH2:35][CH2:36][CH2:37][CH2:38][CH2:39]2)[CH2:23]1)([CH3:17])([CH3:18])[CH3:16], predict the reactants needed to synthesize it. The reactants are: Cl.[NH:2]([C:6]1[CH:14]=[CH:13][C:9]([C:10](Cl)=[O:11])=[CH:8][CH:7]=1)[C:3]([NH2:5])=[NH:4].[C:15]([O:19][C:20](=[O:47])[CH2:21][C:22]1([C:40]([O:42][C:43]([CH3:46])([CH3:45])[CH3:44])=[O:41])[O:26][N:25]=[C:24]([C:27]2[CH:32]=[C:31]([OH:33])[CH:30]=[CH:29][C:28]=2[CH:34]2[CH2:39][CH2:38][CH2:37][CH2:36][CH2:35]2)[CH2:23]1)([CH3:18])([CH3:17])[CH3:16].N1C=CC=CC=1.C(=O)(O)[O-].[Na+]. (2) Given the product [CH3:1][O:2][C:3](=[O:14])[CH2:4][C:5]1[CH:10]=[CH:9][C:8]([CH2:11][Cl:30])=[C:7]([Cl:13])[CH:6]=1, predict the reactants needed to synthesize it. The reactants are: [CH3:1][O:2][C:3](=[O:14])[CH2:4][C:5]1[CH:10]=[CH:9][C:8]([CH2:11]O)=[C:7]([Cl:13])[CH:6]=1.[Cl-].[Li+].CC1C=C(C)N=C(C)C=1.CS([Cl:30])(=O)=O. (3) Given the product [ClH:2].[Cl:19][C:20]1[CH:25]=[CH:24][C:23]([CH:26]([CH:27]2[CH2:32][CH2:31][NH:30][CH2:29][CH2:28]2)[C:40]#[N:41])=[CH:22][CH:21]=1, predict the reactants needed to synthesize it. The reactants are: Cl.[Cl:2]C1C=CC(C(C2CCNCC2)C#N)=C(F)C=1.[Cl:19][C:20]1[CH:25]=[CH:24][C:23]([CH:26]([C:40]#[N:41])[CH:27]2[CH2:32][CH2:31][N:30](C(OC(C)(C)C)=O)[CH2:29][CH2:28]2)=[CH:22][CH:21]=1. (4) Given the product [F:22][C:18]1[CH:17]=[C:16]([CH:21]=[CH:20][CH:19]=1)[CH2:15][O:14][C:11]1[CH:12]=[CH:13][C:8]([NH:7][C:5](=[O:6])[CH2:4][C:3]([NH:25][NH2:26])=[O:2])=[CH:9][CH:10]=1, predict the reactants needed to synthesize it. The reactants are: C[O:2][C:3](=O)[CH2:4][C:5]([NH:7][C:8]1[CH:13]=[CH:12][C:11]([O:14][CH2:15][C:16]2[CH:21]=[CH:20][CH:19]=[C:18]([F:22])[CH:17]=2)=[CH:10][CH:9]=1)=[O:6].O.[NH2:25][NH2:26]. (5) Given the product [CH3:30][C:29]1[CH:28]=[C:27]([CH3:31])[NH:26][C:25](=[O:32])[C:24]=1[CH2:23][NH:22][C:18]([C:8]1[C:7]2[C:6]([CH3:21])=[N:5][N:4]([CH:1]([CH3:3])[CH3:2])[C:12]=2[CH:11]=[C:10]([C:13]2[CH:14]=[N:15][NH:16][CH:17]=2)[CH:9]=1)=[O:20], predict the reactants needed to synthesize it. The reactants are: [CH:1]([N:4]1[C:12]2[CH:11]=[C:10]([C:13]3[CH:14]=[N:15][NH:16][CH:17]=3)[CH:9]=[C:8]([C:18]([OH:20])=O)[C:7]=2[C:6]([CH3:21])=[N:5]1)([CH3:3])[CH3:2].[NH2:22][CH2:23][C:24]1[C:25](=[O:32])[NH:26][C:27]([CH3:31])=[CH:28][C:29]=1[CH3:30]. (6) Given the product [F:39][CH:2]([F:1])[C:3]1[N:7]([C:8]2[N:13]=[C:12]([N:14]3[CH2:15][CH2:16][O:17][CH2:18][CH2:19]3)[N:11]=[C:10]([N:20]3[CH2:25][CH2:24][NH:23][CH2:22][CH2:21]3)[N:9]=2)[C:6]2[CH:33]=[CH:34][CH:35]=[C:36]([O:37][CH3:38])[C:5]=2[N:4]=1, predict the reactants needed to synthesize it. The reactants are: [F:1][CH:2]([F:39])[C:3]1[N:7]([C:8]2[N:13]=[C:12]([N:14]3[CH2:19][CH2:18][O:17][CH2:16][CH2:15]3)[N:11]=[C:10]([N:20]3[CH2:25][CH2:24][N:23](C(OC(C)(C)C)=O)[CH2:22][CH2:21]3)[N:9]=2)[C:6]2[CH:33]=[CH:34][CH:35]=[C:36]([O:37][CH3:38])[C:5]=2[N:4]=1.C(O)(C(F)(F)F)=O.N.